Dataset: Full USPTO retrosynthesis dataset with 1.9M reactions from patents (1976-2016). Task: Predict the reactants needed to synthesize the given product. (1) Given the product [Cl:8][C:6]1[CH:5]=[C:4]([CH2:9][S:10]([C:13]2[CH:14]=[C:15]3[C:19](=[CH:20][CH:21]=2)[NH:18][C:17](=[O:22])/[C:16]/3=[CH:23]\[C:24]2[NH:28][C:27]([CH3:29])=[C:26]([C:30]([N:34]3[CH2:39][CH2:38][CH:37]([OH:40])[CH2:36][CH2:35]3)=[O:31])[C:25]=2[CH3:33])(=[O:11])=[O:12])[CH:3]=[C:2]([Cl:1])[CH:7]=1, predict the reactants needed to synthesize it. The reactants are: [Cl:1][C:2]1[CH:3]=[C:4]([CH2:9][S:10]([C:13]2[CH:14]=[C:15]3[C:19](=[CH:20][CH:21]=2)[NH:18][C:17](=[O:22])/[C:16]/3=[CH:23]\[C:24]2[NH:28][C:27]([CH3:29])=[C:26]([C:30](O)=[O:31])[C:25]=2[CH3:33])(=[O:12])=[O:11])[CH:5]=[C:6]([Cl:8])[CH:7]=1.[NH:34]1[CH2:39][CH2:38][CH:37]([OH:40])[CH2:36][CH2:35]1.C1C=CC2N(O)N=NC=2C=1.CCN=C=NCCCN(C)C.Cl. (2) Given the product [C:22]([C:17]1[CH:18]=[CH:19][CH:20]=[C:21]2[C:16]=1[CH:15]=[CH:14][N:13]=[C:12]2[CH2:3][CH2:4][CH2:5][C:6]([O:8][CH2:9][CH3:10])=[O:7])#[N:23], predict the reactants needed to synthesize it. The reactants are: Br[Zn][CH2:3][CH2:4][CH2:5][C:6]([O:8][CH2:9][CH3:10])=[O:7].Br[C:12]1[C:21]2[CH:20]=[CH:19][CH:18]=[C:17]([C:22]#[N:23])[C:16]=2[CH:15]=[CH:14][N:13]=1. (3) Given the product [CH3:2][Si:1]([CH3:4])([CH3:3])[C:5]1[NH:6][N:7]=[N:26][C:25]=1[C:23]1[CH:22]=[CH:21][N:20]=[C:19]([C:17]2[N:16]=[CH:15][N:14]([CH3:13])[CH:18]=2)[CH:24]=1, predict the reactants needed to synthesize it. The reactants are: [Si:1]([CH:5]=[N+:6]=[N-:7])([CH3:4])([CH3:3])[CH3:2].[Li]CCCC.[CH3:13][N:14]1[CH:18]=[C:17]([C:19]2[CH:24]=[C:23]([C:25]#[N:26])[CH:22]=[CH:21][N:20]=2)[N:16]=[CH:15]1.[NH4+].[Cl-]. (4) Given the product [C:16]([C:15]1[CH:18]=[CH:19][C:20]([O:21][C:22]([F:23])([F:24])[F:25])=[C:13]([C:10]2[CH:11]=[C:12]3[C:7]([C:6]([CH3:28])([CH3:27])[CH2:5][C:4](=[O:29])[N:3]3[CH2:1][CH3:2])=[CH:8][C:9]=2[CH3:26])[CH:14]=1)(=[O:17])[CH3:30], predict the reactants needed to synthesize it. The reactants are: [CH2:1]([N:3]1[C:12]2[C:7](=[CH:8][C:9]([CH3:26])=[C:10]([C:13]3[CH:14]=[C:15]([CH:18]=[CH:19][C:20]=3[O:21][C:22]([F:25])([F:24])[F:23])[CH:16]=[O:17])[CH:11]=2)[C:6]([CH3:28])([CH3:27])[CH2:5][C:4]1=[O:29])[CH3:2].[CH3:30][Mg]Br.CCOCC.CC(OI1(OC(C)=O)(OC(C)=O)OC(=O)C2C=CC=CC1=2)=O.